Task: Regression/Classification. Given a drug SMILES string, predict its absorption, distribution, metabolism, or excretion properties. Task type varies by dataset: regression for continuous measurements (e.g., permeability, clearance, half-life) or binary classification for categorical outcomes (e.g., BBB penetration, CYP inhibition). For this dataset (lipophilicity_astrazeneca), we predict Y.. Dataset: Experimental lipophilicity measurements (octanol/water distribution) for 4,200 compounds from AstraZeneca (1) The compound is Cc1ccc2c(c1)c(Sc1ccccc1)c(CC(=O)O)n2C. The Y is 1.74 logD. (2) The drug is COc1cc2ncnc(Nc3ccc(F)c(Cl)c3)c2cc1OCCCN1CCCC1. The Y is 3.13 logD. (3) The Y is 3.22 logD. The molecule is CSc1nc2cc(Cl)ccc2[nH]1. (4) The Y is 1.95 logD. The compound is CCN1CCN(C(=O)c2cc3ccccc3[nH]2)CC1. (5) The molecule is Cc1cc(CNc2ncc(Br)c(Nc3cc(C)[nH]n3)n2)on1. The Y is 2.92 logD. (6) The compound is CN1C(=O)CC(c2ccccc2)C1=O. The Y is 0.680 logD. (7) The molecule is Nc1ccc(S(=O)(=O)Nc2ccccn2)cc1. The Y is -0.0100 logD. (8) The Y is 2.74 logD. The drug is Cc1ccc(S(=O)(=O)c2ccccc2)cc1. (9) The drug is CN1CCN(S(=O)(=O)c2ccc(-c3cnc(N)c(C(=O)Nc4cnccc4CN4CCCC4)n3)cc2)CC1. The Y is 3.28 logD.